Dataset: Forward reaction prediction with 1.9M reactions from USPTO patents (1976-2016). Task: Predict the product of the given reaction. (1) Given the reactants C(OC([NH:11][C:12](=[NH:37])[C:13]1[CH:36]=[CH:35][C:16]([O:17][CH2:18][CH2:19][CH2:20][N:21]2[CH2:26][CH2:25][N:24]([CH2:27][CH2:28][C:29]([O:31][CH3:32])=[O:30])[C:23](=[O:33])[C:22]2=[O:34])=[CH:15][CH:14]=1)=O)C1C=CC=CC=1.[ClH:38], predict the reaction product. The product is: [ClH:38].[NH2:37][C:12](=[NH:11])[C:13]1[CH:14]=[CH:15][C:16]([O:17][CH2:18][CH2:19][CH2:20][N:21]2[CH2:26][CH2:25][N:24]([CH2:27][CH2:28][C:29]([O:31][CH3:32])=[O:30])[C:23](=[O:33])[C:22]2=[O:34])=[CH:35][CH:36]=1. (2) Given the reactants [Cl:1][C:2]1[CH:3]=[C:4]([C:15]([O:17]C)=[O:16])[C:5]2[C:10]([CH3:11])=[N:9][N:8]([CH:12]3[CH2:14][CH2:13]3)[C:6]=2[N:7]=1.[OH-].[Na+], predict the reaction product. The product is: [Cl:1][C:2]1[CH:3]=[C:4]([C:15]([OH:17])=[O:16])[C:5]2[C:10]([CH3:11])=[N:9][N:8]([CH:12]3[CH2:13][CH2:14]3)[C:6]=2[N:7]=1. (3) Given the reactants [CH3:1][O:2][C:3]1[CH:4]=[CH:5][C:6]2[O:10][CH:9]=[C:8]([CH2:11][CH2:12]O)[C:7]=2[CH:14]=1.C1(P(C2C=CC=CC=2)C2C=CC=CC=2)C=CC=CC=1.[I:34]I.N1C=CN=C1, predict the reaction product. The product is: [CH3:1][O:2][C:3]1[CH:4]=[CH:5][C:6]2[O:10][CH:9]=[C:8]([CH2:11][CH2:12][I:34])[C:7]=2[CH:14]=1. (4) Given the reactants [CH:1]1([C:4]([C:6]2[C:14]3[N:13]=[C:12]([NH:15][C:16]([NH:18][CH2:19][CH3:20])=[O:17])[NH:11][C:10]=3[CH:9]=[C:8]([C:21]3[CH:22]=[N:23][CH:24]=[CH:25][CH:26]=3)[CH:7]=2)=O)[CH2:3][CH2:2]1.C([O-])(=O)C.[K+].Cl.[O:33]([NH2:35])[CH3:34], predict the reaction product. The product is: [CH:1]1([C:4](=[N:35][O:33][CH3:34])[C:6]2[C:14]3[N:13]=[C:12]([NH:15][C:16]([NH:18][CH2:19][CH3:20])=[O:17])[NH:11][C:10]=3[CH:9]=[C:8]([C:21]3[CH:22]=[N:23][CH:24]=[CH:25][CH:26]=3)[CH:7]=2)[CH2:3][CH2:2]1. (5) The product is: [F:1][C:2]([F:26])([F:25])[CH2:3][NH:4][C:5]([C:7]1([CH2:20][CH2:21][CH2:22][CH2:23][N:43]2[CH2:42][CH2:41][N:40]([C:37]3[CH:36]=[CH:35][C:34]4[C:39](=[C:30]([O:29][CH2:27][CH3:28])[CH:31]=[CH:32][CH:33]=4)[CH:38]=3)[CH2:45][CH2:44]2)[C:19]2[CH:18]=[CH:17][CH:16]=[CH:15][C:14]=2[C:13]2[C:8]1=[CH:9][CH:10]=[CH:11][CH:12]=2)=[O:6]. Given the reactants [F:1][C:2]([F:26])([F:25])[CH2:3][NH:4][C:5]([C:7]1([CH2:20][CH2:21][CH2:22][CH2:23]Br)[C:19]2[CH:18]=[CH:17][CH:16]=[CH:15][C:14]=2[C:13]2[C:8]1=[CH:9][CH:10]=[CH:11][CH:12]=2)=[O:6].[CH2:27]([O:29][C:30]1[CH:31]=[CH:32][CH:33]=[C:34]2[C:39]=1[CH:38]=[C:37]([N:40]1[CH2:45][CH2:44][NH:43][CH2:42][CH2:41]1)[CH:36]=[CH:35]2)[CH3:28].C(=O)([O-])[O-].[K+].[K+], predict the reaction product. (6) Given the reactants [N:1]1[CH:6]=[CH:5][CH:4]=[N:3][C:2]=1[NH:7][CH2:8][CH2:9][O:10][C:11]1[CH:24]=[CH:23][C:14]([CH2:15][CH:16]2[S:20][C:19](=[O:21])[NH:18][C:17]2=[O:22])=[CH:13][CH:12]=1.O.C(=O)(O)[O-].[Na+].[C:31](OC(=O)C)(=[O:33])[CH3:32], predict the reaction product. The product is: [C:31]([N:7]([CH2:8][CH2:9][O:10][C:11]1[CH:24]=[CH:23][C:14]([CH2:15][CH:16]2[S:20][C:19](=[O:21])[NH:18][C:17]2=[O:22])=[CH:13][CH:12]=1)[C:2]1[N:3]=[CH:4][CH:5]=[CH:6][N:1]=1)(=[O:33])[CH3:32]. (7) Given the reactants [Cl:1][C:2]1[CH:7]=[CH:6][C:5]([C:8]2[CH:9]=[C:10]([NH2:19])[CH:11]=[N:12][C:13]=2[O:14][CH2:15][CH:16]2[CH2:18][CH2:17]2)=[CH:4][CH:3]=1.[C:20](O)(=[O:27])[C:21]1[CH:26]=[CH:25][CH:24]=[CH:23][CH:22]=1, predict the reaction product. The product is: [Cl:1][C:2]1[CH:7]=[CH:6][C:5]([C:8]2[CH:9]=[C:10]([NH:19][C:20](=[O:27])[C:21]3[CH:26]=[CH:25][CH:24]=[CH:23][CH:22]=3)[CH:11]=[N:12][C:13]=2[O:14][CH2:15][CH:16]2[CH2:18][CH2:17]2)=[CH:4][CH:3]=1. (8) Given the reactants [NH:1]1[C:9]2[C:4](=[CH:5][C:6]([C:10]3[O:14][C:13]([NH:15][CH:16]([CH3:18])[CH3:17])=[N:12][N:11]=3)=[CH:7][CH:8]=2)[CH:3]=[CH:2]1.[OH-].[K+].[I:21]I, predict the reaction product. The product is: [I:21][C:3]1[C:4]2[C:9](=[CH:8][CH:7]=[C:6]([C:10]3[O:14][C:13]([NH:15][CH:16]([CH3:18])[CH3:17])=[N:12][N:11]=3)[CH:5]=2)[NH:1][CH:2]=1.